The task is: Predict the reaction yield, written as a fraction of the theoretical maximum amount of product (1.0 means a 100% yield; for example, 0.34 means a 34% yield).. This data is from Reaction yield outcomes from USPTO patents with 853,638 reactions. The reactants are [F:1][C:2]1[CH:11]=[CH:10][C:9]2[N:8]=[CH:7][C:6](=[O:12])[N:5]3[CH2:13][C@@H:14]([NH:15][CH2:16][CH2:17][CH2:18][C@@H:19]4[O:23][C:22](=[O:24])[N:21]([C:25]5[CH:26]=[CH:27][C:28]6[S:33][CH2:32][C:31](=[O:34])[NH:30][C:29]=6[CH:35]=5)[CH2:20]4)[C:3]=1[C:4]=23.[BH4-].[Na+]. The catalyst is C(Cl)Cl.CO. The product is [F:1][C:2]1[CH:11]=[CH:10][C:9]2[NH:8][CH2:7][C:6](=[O:12])[N:5]3[CH2:13][C@@H:14]([NH:15][CH2:16][CH2:17][CH2:18][C@@H:19]4[O:23][C:22](=[O:24])[N:21]([C:25]5[CH:26]=[CH:27][C:28]6[S:33][CH2:32][C:31](=[O:34])[NH:30][C:29]=6[CH:35]=5)[CH2:20]4)[C:3]=1[C:4]=23. The yield is 0.690.